This data is from NCI-60 drug combinations with 297,098 pairs across 59 cell lines. The task is: Regression. Given two drug SMILES strings and cell line genomic features, predict the synergy score measuring deviation from expected non-interaction effect. (1) Drug 1: CCC1(CC2CC(C3=C(CCN(C2)C1)C4=CC=CC=C4N3)(C5=C(C=C6C(=C5)C78CCN9C7C(C=CC9)(C(C(C8N6C)(C(=O)OC)O)OC(=O)C)CC)OC)C(=O)OC)O.OS(=O)(=O)O. Cell line: SF-268. Drug 2: N.N.Cl[Pt+2]Cl. Synergy scores: CSS=49.3, Synergy_ZIP=-0.0602, Synergy_Bliss=-1.11, Synergy_Loewe=-1.34, Synergy_HSA=-1.50. (2) Synergy scores: CSS=7.20, Synergy_ZIP=-3.12, Synergy_Bliss=2.90, Synergy_Loewe=0.998, Synergy_HSA=2.68. Cell line: A498. Drug 2: CNC(=O)C1=CC=CC=C1SC2=CC3=C(C=C2)C(=NN3)C=CC4=CC=CC=N4. Drug 1: CCCS(=O)(=O)NC1=C(C(=C(C=C1)F)C(=O)C2=CNC3=C2C=C(C=N3)C4=CC=C(C=C4)Cl)F. (3) Drug 1: CCCS(=O)(=O)NC1=C(C(=C(C=C1)F)C(=O)C2=CNC3=C2C=C(C=N3)C4=CC=C(C=C4)Cl)F. Drug 2: C1=CC=C(C=C1)NC(=O)CCCCCCC(=O)NO. Cell line: UACC62. Synergy scores: CSS=44.9, Synergy_ZIP=-1.75, Synergy_Bliss=-2.96, Synergy_Loewe=-2.57, Synergy_HSA=1.09. (4) Drug 2: C(CC(=O)O)C(=O)CN.Cl. Cell line: K-562. Synergy scores: CSS=4.79, Synergy_ZIP=0.620, Synergy_Bliss=2.14, Synergy_Loewe=0.227, Synergy_HSA=1.01. Drug 1: C(=O)(N)NO.